The task is: Predict the product of the given reaction.. This data is from Forward reaction prediction with 1.9M reactions from USPTO patents (1976-2016). (1) Given the reactants [CH3:1][N:2]1[CH:6]=[C:5]([N:7](C(OC(C)(C)C)=O)[NH:8]C(OC(C)(C)C)=O)[CH:4]=[N:3]1.CCO.Cl.O=[C:28]1[CH2:32][CH2:31][CH2:30][CH:29]1[C:33]#[N:34], predict the reaction product. The product is: [CH3:1][N:2]1[CH:6]=[C:5]([N:7]2[C:33]([NH2:34])=[C:29]3[CH2:30][CH2:31][CH2:32][C:28]3=[N:8]2)[CH:4]=[N:3]1. (2) The product is: [I:23][C:24]1[CH:31]=[CH:30][C:27]([CH2:28][NH:15][N:14]=[C:11]2[C:12](=[O:13])[N:8]([C:3]3[CH:4]=[CH:5][CH:6]=[CH:7][C:2]=3[F:1])[N:9]=[C:10]2[C:16]2[CH:21]=[CH:20][CH:19]=[CH:18][C:17]=2[F:22])=[CH:26][CH:25]=1. Given the reactants [F:1][C:2]1[CH:7]=[CH:6][CH:5]=[CH:4][C:3]=1[N:8]1[C:12](=[O:13])[C:11](=[N:14][NH2:15])[C:10]([C:16]2[CH:21]=[CH:20][CH:19]=[CH:18][C:17]=2[F:22])=[N:9]1.[I:23][C:24]1[CH:31]=[CH:30][C:27]([CH2:28]Br)=[CH:26][CH:25]=1.[H-].[Na+].[Cl-].[NH4+], predict the reaction product. (3) Given the reactants C([O:3][C:4](=O)[C:5]1[CH:10]=[CH:9][C:8]([C:11]2[NH:29][C:14]3[N:15]=[CH:16][N:17]=[C:18]([NH:19][CH2:20][C:21]4[CH:22]=[N:23][C:24]([O:27][CH3:28])=[CH:25][CH:26]=4)[C:13]=3[CH:12]=2)=[CH:7][CH:6]=1)C.[H-].C([Al+]CC(C)C)C(C)C.[NH4+].[Cl-].[O-]S([O-])(=O)=O.[Na+].[Na+], predict the reaction product. The product is: [CH3:28][O:27][C:24]1[N:23]=[CH:22][C:21]([CH2:20][NH:19][C:18]2[C:13]3[CH:12]=[C:11]([C:8]4[CH:7]=[CH:6][C:5]([CH2:4][OH:3])=[CH:10][CH:9]=4)[NH:29][C:14]=3[N:15]=[CH:16][N:17]=2)=[CH:26][CH:25]=1. (4) Given the reactants [OH-].[K+].C([O:5][C:6](=[O:14])[CH:7]=[C:8]1[CH2:13][CH2:12][CH2:11][CH2:10][CH2:9]1)C, predict the reaction product. The product is: [C:8]1(=[CH:7][C:6]([OH:14])=[O:5])[CH2:13][CH2:12][CH2:11][CH2:10][CH2:9]1. (5) Given the reactants C[O:2][C:3]1[C:8]2[O:9][C:10]([C:12]3[O:13][C:14]([C:17]([F:20])([F:19])[F:18])=[N:15][N:16]=3)=[CH:11][C:7]=2[CH:6]=[CH:5][CH:4]=1.B(Br)(Br)Br, predict the reaction product. The product is: [OH:2][C:3]1[C:8]2[O:9][C:10]([C:12]3[O:13][C:14]([C:17]([F:20])([F:19])[F:18])=[N:15][N:16]=3)=[CH:11][C:7]=2[CH:6]=[CH:5][CH:4]=1. (6) Given the reactants [O:1]=[C:2]1[CH2:8][C:7](=[O:9])[N:6]([C:10]2[CH:18]=[CH:17][C:13]([C:14](O)=[O:15])=[CH:12][CH:11]=2)[C:5]2[CH:19]=[CH:20][C:21]3[C:26]([C:4]=2[NH:3]1)=[CH:25][CH:24]=[CH:23][CH:22]=3.CCN=C=NCCCN(C)C.Cl.[CH:39]1[CH:40]=[CH:41][C:42]2N(O)N=[N:45][C:43]=2[CH:44]=1.CN1CCOCC1.NC1C=CC=CC=1, predict the reaction product. The product is: [C:43]1([NH:45][C:14]([C:13]2[CH:12]=[CH:11][C:10]([N:6]3[C:7](=[O:9])[CH2:8][C:2](=[O:1])[NH:3][C:4]4[C:26]5[C:21]([CH:20]=[CH:19][C:5]3=4)=[CH:22][CH:23]=[CH:24][CH:25]=5)=[CH:18][CH:17]=2)=[O:15])[CH:44]=[CH:39][CH:40]=[CH:41][CH:42]=1.